From a dataset of Forward reaction prediction with 1.9M reactions from USPTO patents (1976-2016). Predict the product of the given reaction. (1) Given the reactants [Cl:1][C:2]1[CH:7]=[CH:6][C:5]([N:8]2[C:14]3[CH:15]=[CH:16][C:17](B4[O:23][C:22](C)(C)[C:21](C)(C)[O:20]4)=[CH:18][C:13]=3[CH2:12][N:11]([CH3:28])[CH2:10][CH2:9]2)=[CH:4][CH:3]=1.Br[C:30]1[CH:38]=[CH:37][C:33]([C:34]([NH2:36])=[O:35])=[CH:32][CH:31]=1.[C:39](=[O:42])([O-:41])[O-].[Cs+].[Cs+].CN([CH:48]=[O:49])C, predict the reaction product. The product is: [C:39]([C@@H:21]([C@H:22]([C:48]([OH:49])=[O:35])[OH:23])[OH:20])([OH:41])=[O:42].[Cl:1][C:2]1[CH:7]=[CH:6][C:5]([N:8]2[C:14]3[CH:15]=[CH:16][C:17]([C:30]4[CH:38]=[CH:37][C:33]([C:34]([NH2:36])=[O:35])=[CH:32][CH:31]=4)=[CH:18][C:13]=3[CH2:12][N:11]([CH3:28])[CH2:10][CH2:9]2)=[CH:4][CH:3]=1. (2) Given the reactants [Br:1][C:2]1[CH:7]=[CH:6][C:5]([N:8]2[C:12](C(O)=O)=[C:11]([CH3:16])[N:10]=[N:9]2)=[CH:4][CH:3]=1.[CH3:17][C:18]([OH:21])([CH3:20])[CH3:19].C([N:24]([CH2:27]C)CC)C.C1(P(N=[N+]=[N-])(C2C=CC=CC=2)=[O:36])C=CC=CC=1, predict the reaction product. The product is: [C:18]([O:21][C:27](=[O:36])[NH:24][C:12]1[N:8]([C:5]2[CH:4]=[CH:3][C:2]([Br:1])=[CH:7][CH:6]=2)[N:9]=[N:10][C:11]=1[CH3:16])([CH3:20])([CH3:19])[CH3:17]. (3) Given the reactants [CH3:1][O:2][C:3](=[O:17])[C:4]1[CH:9]=[CH:8][C:7]([NH:10][CH2:11][CH2:12][F:13])=[C:6]([N+:14]([O-])=O)[CH:5]=1, predict the reaction product. The product is: [CH3:1][O:2][C:3](=[O:17])[C:4]1[CH:9]=[CH:8][C:7]([NH:10][CH2:11][CH2:12][F:13])=[C:6]([NH2:14])[CH:5]=1.